The task is: Predict which catalyst facilitates the given reaction.. This data is from Catalyst prediction with 721,799 reactions and 888 catalyst types from USPTO. Reactant: [Br:1][C:2]1[CH:3]=[C:4]([N+:13]([O-:15])=[O:14])[C:5]([OH:12])=[C:6]([S:8](Cl)(=[O:10])=[O:9])[CH:7]=1.[OH-].[NH4+].C([N:20](CC)CC)C.Cl. Product: [Br:1][C:2]1[CH:3]=[C:4]([N+:13]([O-:15])=[O:14])[C:5]([OH:12])=[C:6]([S:8]([NH2:20])(=[O:10])=[O:9])[CH:7]=1. The catalyst class is: 1.